This data is from Experimentally validated miRNA-target interactions with 360,000+ pairs, plus equal number of negative samples. The task is: Binary Classification. Given a miRNA mature sequence and a target amino acid sequence, predict their likelihood of interaction. (1) The miRNA is rno-miR-199a-5p with sequence CCCAGUGUUCAGACUACCUGUUC. The protein sequence of the target gene is MEAQAVPEGSGPSTASPRTAPPVTVLVMRQDEAEADGALRPGLAGSEAAADAEDEAGDDDADLLDTSDPAGGGESAASPEELEDEDAEGGGAARRRGSKTCTYEGCRETTSQVAKQRKPWMCKKHRNKMYKDKYKKKKSDQALGSGGPSAASTGNVKLEESTDNILSIVKQRTGSFGDRPARPTLLEQVLNQKRLSLLRSPEVVQFLQKQQQLLNQQVLEQRQQHFPGAPV. Result: 0 (no interaction). (2) The miRNA is hsa-miR-1267 with sequence CCUGUUGAAGUGUAAUCCCCA. The protein sequence of the target gene is MASTTTCTRFTDEYQLFEELGKGAFSVVRRCMKIPTGQEYAAKIINTKKLSARDHQKLEREARICRLLKHPNIVRLHDSISEEGFHYLVFDLVTGGELFEDIVAREYYSEADASHCIQQILESVNHCHLNGIVHRDLKPENLLLASKSKGAAVKLADFGLAIEVQGDQQAWFGFAGTPGYLSPEVLRKDPYGKPVDMWACGVILYILLVGYPPFWDEDQHRLYQQIKAGAYDFPSPEWDTVTPEAKDLINKMLTINPAKRITASEALKHPWICQRSTVASMMHRQETVDCLKKFNARRKL.... Result: 0 (no interaction). (3) The miRNA is hsa-miR-4713-5p with sequence UUCUCCCACUACCAGGCUCCCA. The protein sequence of the target gene is MRPPWYPLHTPSLAFPLLFLLLSLLGGGARAEGREDPQLLVRVRGGQLRGIRLKAPGGPVSAFLGIPFAEPPVGSRRFMPPEPKRPWSGVLDATTFQNVCYQYVDTLYPGFEGTEMWNPNRELSEDCLYLNVWTPYPRPASPTPVLIWIYGGGFYSGAASLDVYDGRFLAQVEGAVLVSMNYRVGTFGFLALPGSREAPGNVGLLDQRLALQWVQENIAAFGGDPMSVTLFGESAGAASVGMHILSLPSRSLFHRAVLQSGTPNGPWATVSAGEARRRATLLARLVGCPPGGAGGNDTEL.... Result: 0 (no interaction). (4) The protein sequence of the target gene is MRECLSIHIGQAGIQIGDACWELYCLEHGIQPNGVVLDTQQDQLENAKMEHTNASFDTFFCETRAGKHVPRALFVDLEPTVIDGIRTGQHRSLFHPEQLLSGKEDAANNYARGRYSVGSEVIDLVLERTRKLAEQCGGLQGFLIFRSFGGGTGSGFTSLLMERLTGEYSRKTKLEFSVYPAPRISTAVVEPYNSVLTTHSTTEHTDCTFMVDNEAVYDICHRKLGVECPSHASINRLVVQVVSSITASLRFEGPLNVDLIEFQTNLVPYPRIHFPMTAFAPIVSADKAYHEQFSVSDITT.... The miRNA is hsa-miR-148b-3p with sequence UCAGUGCAUCACAGAACUUUGU. Result: 1 (interaction). (5) The miRNA is hsa-miR-1468-3p with sequence AGCAAAAUAAGCAAAUGGAAAA. The protein sequence of the target gene is MQPWHGKAMQRASEAGATAPKASARNARGAPMDPTESPAAPEAALPKAGKFGPARKSGSRQKKSAPDTQERPPVRATGARAKKAPQRAQDTQPSDATSAPGAEGLEPPAAREPALSRAGSCRQRGARCSTKPRPPPGPWDVPSPGLPVSAPILVRRDAAPGASKLRAVLEKLKLSRDDISTAAGMVKGVVDHLLLRLKCDSAFRGVGLLNTGSYYEHVKISAPNEFDVMFKLEVPRIQLEEYSNTRAYYFVKFKRNPKENPLSQFLEGEILSASKMLSKFRKIIKEEINDIKDTDVIMKR.... Result: 1 (interaction). (6) The miRNA is hsa-miR-1227-3p with sequence CGUGCCACCCUUUUCCCCAG. The protein sequence of the target gene is MKSNPAIQAAIDLTAGAAGGTACVLTGQPFDTMKVKMQTFPDLYRGLTDCCLKTYSQVGFRGFYKGTSPALIANIAENSVLFMCYGFCQQVVRKVAGLDKQAKLSDLQNAAAGSFASAFAALVLCPTELVKCRLQTMYEMETSGKIAKSQNTVWSVIKSILRKDGPLGFYHGLSSTLLREVPGYFFFFGGYELSRSFFASGRSKDELGPVPLMLSGGVGGICLWLAVYPVDCIKSRIQVLSMSGKQAGFIRTFINVVKNEGITALYSGLKPTMIRAFPANGALFLAYEYSRKLMMNQLEA.... Result: 1 (interaction).